This data is from Peptide-MHC class II binding affinity with 134,281 pairs from IEDB. The task is: Regression. Given a peptide amino acid sequence and an MHC pseudo amino acid sequence, predict their binding affinity value. This is MHC class II binding data. The peptide sequence is VGNVAWMHVLAAKYI. The MHC is HLA-DPA10301-DPB10402 with pseudo-sequence HLA-DPA10301-DPB10402. The binding affinity (normalized) is 0.449.